From a dataset of NCI-60 drug combinations with 297,098 pairs across 59 cell lines. Regression. Given two drug SMILES strings and cell line genomic features, predict the synergy score measuring deviation from expected non-interaction effect. (1) Drug 1: CS(=O)(=O)C1=CC(=C(C=C1)C(=O)NC2=CC(=C(C=C2)Cl)C3=CC=CC=N3)Cl. Drug 2: CCN(CC)CCCC(C)NC1=C2C=C(C=CC2=NC3=C1C=CC(=C3)Cl)OC. Cell line: CCRF-CEM. Synergy scores: CSS=44.2, Synergy_ZIP=-2.50, Synergy_Bliss=-3.79, Synergy_Loewe=-20.7, Synergy_HSA=-4.26. (2) Drug 1: CC1OCC2C(O1)C(C(C(O2)OC3C4COC(=O)C4C(C5=CC6=C(C=C35)OCO6)C7=CC(=C(C(=C7)OC)O)OC)O)O. Drug 2: C1=CN(C=N1)CC(O)(P(=O)(O)O)P(=O)(O)O. Cell line: OVCAR3. Synergy scores: CSS=2.46, Synergy_ZIP=-9.59, Synergy_Bliss=-20.0, Synergy_Loewe=-24.9, Synergy_HSA=-18.3.